The task is: Predict the reactants needed to synthesize the given product.. This data is from Full USPTO retrosynthesis dataset with 1.9M reactions from patents (1976-2016). (1) Given the product [CH:11]([C:2]1[CH:10]=[CH:9][CH:8]=[C:7]2[C:3]=1[CH:4]=[CH:5][NH:6]2)=[CH2:12], predict the reactants needed to synthesize it. The reactants are: Br[C:2]1[CH:10]=[CH:9][CH:8]=[C:7]2[C:3]=1[CH:4]=[CH:5][NH:6]2.[CH3:11][C:12]1(C)C(C)(C)OB(C=C)O1.C([O-])([O-])=O.[Na+].[Na+]. (2) Given the product [F:9][C:8]([F:11])([F:10])[C:6]1[N:5]=[CH:4][N:3]=[C:2]([NH2:12])[CH:7]=1, predict the reactants needed to synthesize it. The reactants are: Cl[C:2]1[CH:7]=[C:6]([C:8]([F:11])([F:10])[F:9])[N:5]=[CH:4][N:3]=1.[NH3:12].CO. (3) Given the product [Cl:20][C:13]1[C:14]([F:19])=[CH:15][CH:16]=[C:17]([Cl:18])[C:12]=1[C@H:10]([O:9][C:4]1[C:5]([NH2:8])=[N:6][CH:7]=[C:2]([C:22]2[CH:27]=[CH:26][C:25]([P:32]([CH3:33])([CH3:31])=[O:34])=[CH:24][CH:23]=2)[CH:3]=1)[CH3:11], predict the reactants needed to synthesize it. The reactants are: Br[C:2]1[CH:3]=[C:4]([O:9][C@@H:10]([C:12]2[C:17]([Cl:18])=[CH:16][CH:15]=[C:14]([F:19])[C:13]=2[Cl:20])[CH3:11])[C:5]([NH2:8])=[N:6][CH:7]=1.Br[C:22]1[CH:27]=[CH:26][C:25](B(O)O)=[CH:24][CH:23]=1.[CH3:31][PH:32](=[O:34])[CH3:33]. (4) Given the product [N:1]1[C:10]2[C:5](=[CH:6][C:7]([C:11]([O:13][CH3:15])=[O:12])=[CH:8][CH:9]=2)[CH:4]=[CH:3][CH:2]=1, predict the reactants needed to synthesize it. The reactants are: [N:1]1[C:10]2[C:5](=[CH:6][C:7]([C:11]([OH:13])=[O:12])=[CH:8][CH:9]=2)[CH:4]=[CH:3][CH:2]=1.Cl.[CH3:15]O.